From a dataset of Forward reaction prediction with 1.9M reactions from USPTO patents (1976-2016). Predict the product of the given reaction. (1) Given the reactants [CH3:1][C:2]1([CH3:14])[C:6]([CH3:8])([CH3:7])[O:5][B:4]([C:9]2[CH:10]=[N:11][NH:12][CH:13]=2)[O:3]1.[H-].[Na+].[CH2:17](Br)[CH2:18][C:19]1[CH:24]=[CH:23][CH:22]=[CH:21][CH:20]=1, predict the reaction product. The product is: [CH2:17]([N:12]1[CH:13]=[C:9]([B:4]2[O:5][C:6]([CH3:7])([CH3:8])[C:2]([CH3:14])([CH3:1])[O:3]2)[CH:10]=[N:11]1)[CH2:18][C:19]1[CH:24]=[CH:23][CH:22]=[CH:21][CH:20]=1. (2) Given the reactants C(OP([CH2:9][C:10]1[CH:15]=[CH:14][CH:13]=[C:12]([O:16][C:17]2[CH:22]=[CH:21][C:20]([C:23]([F:26])([F:25])[F:24])=[CH:19][N:18]=2)[CH:11]=1)(=O)OCC)C.[H-].[Na+].[C:29]([O:33][C:34]([N:36]1[CH2:41][CH2:40][C:39](=O)[CH2:38][CH2:37]1)=[O:35])([CH3:32])([CH3:31])[CH3:30].O, predict the reaction product. The product is: [CH:17]([O:16][CH:12]([CH3:11])[CH3:13])([CH3:22])[CH3:29].[C:29]([O:33][C:34]([N:36]1[CH2:41][CH2:40][C:39](=[CH:9][C:10]2[CH:15]=[CH:14][CH:13]=[C:12]([O:16][C:17]3[CH:22]=[CH:21][C:20]([C:23]([F:24])([F:25])[F:26])=[CH:19][N:18]=3)[CH:11]=2)[CH2:38][CH2:37]1)=[O:35])([CH3:32])([CH3:30])[CH3:31]. (3) Given the reactants [Cl:1][C:2]1[CH:7]=[C:6]([O:8][CH3:9])[C:5](I)=[CH:4][C:3]=1[C:11]1[CH:16]=[C:15]([Cl:17])[CH:14]=[CH:13][C:12]=1[Cl:18].[CH2:19]([Sn](CCCC)(CCCC)C=C)[CH2:20]CC.[F-].[K+], predict the reaction product. The product is: [Cl:1][C:2]1[CH:7]=[C:6]([O:8][CH3:9])[C:5]([CH:19]=[CH2:20])=[CH:4][C:3]=1[C:11]1[CH:16]=[C:15]([Cl:17])[CH:14]=[CH:13][C:12]=1[Cl:18].